This data is from Reaction yield outcomes from USPTO patents with 853,638 reactions. The task is: Predict the reaction yield, written as a fraction of the theoretical maximum amount of product (1.0 means a 100% yield; for example, 0.34 means a 34% yield). (1) The reactants are [CH3:1][NH:2][C:3]1[CH:8]=[CH:7][CH:6]=[CH:5][CH:4]=1.I[CH2:10][CH2:11][OH:12].C(N(C(C)C)CC)(C)C. The catalyst is C(#N)C. The product is [CH3:1][N:2]([C:3]1[CH:8]=[CH:7][CH:6]=[CH:5][CH:4]=1)[CH2:10][CH2:11][OH:12]. The yield is 0.645. (2) The reactants are [CH2:1]([N:3]([CH2:11][C:12]([N:14]1[CH2:19][CH2:18][S:17][C:16]2[CH:20]=[C:21]([N+:24]([O-:26])=[O:25])[CH:22]=[CH:23][C:15]1=2)=O)[C:4](=[O:10])[O:5][C:6]([CH3:9])([CH3:8])[CH3:7])[CH3:2].B.C1COCC1. The catalyst is O1CCCC1. The product is [CH2:1]([N:3]([CH2:11][CH2:12][N:14]1[CH2:19][CH2:18][S:17][C:16]2[CH:20]=[C:21]([N+:24]([O-:26])=[O:25])[CH:22]=[CH:23][C:15]1=2)[C:4](=[O:10])[O:5][C:6]([CH3:9])([CH3:7])[CH3:8])[CH3:2]. The yield is 0.640. (3) The catalyst is CN(C=O)C.O.C1CCC(P(C2CCCCC2)C2CCCCC2)CC1.C1CCC(P(C2CCCCC2)C2CCCCC2)CC1.[Pd]. The product is [F:1][C:2]1[CH:7]=[C:6]([F:8])[CH:5]=[CH:4][C:3]=1[C:13]1[CH:18]=[CH:17][C:16]([OH:19])=[CH:15][CH:14]=1. The reactants are [F:1][C:2]1[CH:7]=[C:6]([F:8])[CH:5]=[CH:4][C:3]=1B(O)O.I[C:13]1[CH:18]=[CH:17][C:16]([OH:19])=[CH:15][CH:14]=1.C(=O)([O-])[O-].[K+].[K+]. The yield is 1.00. (4) The reactants are [Br:1][CH2:2][CH2:3][CH2:4][N:5]([C@H:43]([CH3:48])[C:44]([O:46][CH3:47])=[O:45])[S:6]([C:9]1[CH:14]=[C:13]([F:15])[C:12]([CH2:16][S:17][C:18]2[N:19]([C:35]3[CH:40]=[CH:39][C:38]([F:41])=[CH:37][CH:36]=3)[C:20]([C:23]([C:26]3[CH:31]=[CH:30][C:29]([Cl:32])=[C:28]([O:33][CH3:34])[CH:27]=3)([CH3:25])[CH3:24])=[CH:21][N:22]=2)=[C:11]([F:42])[CH:10]=1)(=[O:8])=[O:7].[CH2:49]1[N:54]2[CH2:55][CH2:56][N:51]([CH2:52][CH2:53]2)[CH2:50]1. The catalyst is CC#N. The product is [Br-:1].[Cl:32][C:29]1[CH:30]=[CH:31][C:26]([C:23]([C:20]2[N:19]([C:35]3[CH:40]=[CH:39][C:38]([F:41])=[CH:37][CH:36]=3)[C:18]([S:17][CH2:16][C:12]3[C:13]([F:15])=[CH:14][C:9]([S:6]([N:5]([CH2:4][CH2:3][CH2:2][N+:51]45[CH2:56][CH2:55][N:54]([CH2:53][CH2:52]4)[CH2:49][CH2:50]5)[C@H:43]([CH3:48])[C:44]([O:46][CH3:47])=[O:45])(=[O:8])=[O:7])=[CH:10][C:11]=3[F:42])=[N:22][CH:21]=2)([CH3:25])[CH3:24])=[CH:27][C:28]=1[O:33][CH3:34]. The yield is 0.990. (5) The reactants are [CH:1]1([CH:7](O)[CH3:8])[CH2:6][CH2:5][CH2:4][CH2:3][CH2:2]1.[H-].[Na+].Cl[S:13]([N:16]=C=O)(=[O:15])=[O:14].C(O)=[O:20]. The catalyst is CC#N.CN(C=O)C. The product is [S:13](=[O:20])(=[O:15])([O:14][CH2:8][CH2:7][CH:1]1[CH2:6][CH2:5][CH2:4][CH2:3][CH2:2]1)[NH2:16]. The yield is 0.910.